This data is from Catalyst prediction with 721,799 reactions and 888 catalyst types from USPTO. The task is: Predict which catalyst facilitates the given reaction. (1) The catalyst class is: 12. Reactant: [C:1](Cl)(=[O:6])[C:2]([CH3:5])([CH3:4])[CH3:3].[CH3:8][O:9][C:10]1[CH:16]=[CH:15][CH:14]=[CH:13][C:11]=1[NH2:12].C(N(CC)CC)C.O. Product: [CH3:8][O:9][C:10]1[CH:16]=[CH:15][CH:14]=[CH:13][C:11]=1[NH:12][C:1](=[O:6])[C:2]([CH3:5])([CH3:4])[CH3:3]. (2) Reactant: [S:1]1[C:9]2[C:4](=[N:5][CH:6]=[C:7]([CH2:10][S:11]([CH2:14][C@@H:15]([N:22]([C:31](OC(C)(C)C)=[O:32])[O:23]C(OC(C)(C)C)=O)[C:16]3[CH:21]=[CH:20][CH:19]=[CH:18][CH:17]=3)(=[O:13])=[O:12])[CH:8]=2)[CH:3]=[CH:2]1.FC(F)(F)C(O)=O. Product: [C:16]1([C@H:15]([N:22]([OH:23])[CH:31]=[O:32])[CH2:14][S:11]([CH2:10][C:7]2[CH:8]=[C:9]3[S:1][CH:2]=[CH:3][C:4]3=[N:5][CH:6]=2)(=[O:13])=[O:12])[CH:21]=[CH:20][CH:19]=[CH:18][CH:17]=1. The catalyst class is: 4. (3) Reactant: [Al+3].[Cl-].[Cl-].[Cl-].[C:5](Cl)([CH3:7])=[O:6].[O:9]1[C:18]2[C:13](=[CH:14][CH:15]=[CH:16][CH:17]=2)[CH2:12][CH2:11][CH2:10]1. Product: [O:9]1[C:18]2[C:13](=[CH:14][C:15]([C:5](=[O:6])[CH3:7])=[CH:16][CH:17]=2)[CH2:12][CH2:11][CH2:10]1. The catalyst class is: 2. (4) The catalyst class is: 39. Reactant: IC.[Si:3]([O:10][C@H:11]1[CH2:15][N:14]([C:16]([O:18][C:19]([CH3:22])([CH3:21])[CH3:20])=[O:17])[C@H:13]([CH2:23][OH:24])[CH2:12]1)([C:6]([CH3:9])([CH3:8])[CH3:7])([CH3:5])[CH3:4].[H-].[Na+].[CH3:27]OC. Product: [Si:3]([O:10][C@H:11]1[CH2:15][N:14]([C:16]([O:18][C:19]([CH3:22])([CH3:21])[CH3:20])=[O:17])[C@H:13]([CH2:23][O:24][CH3:27])[CH2:12]1)([C:6]([CH3:9])([CH3:8])[CH3:7])([CH3:5])[CH3:4]. (5) Reactant: [Br:1][C:2]1[C:7]([Cl:8])=[CH:6][CH:5]=[CH:4][C:3]=1[CH3:9].C1C(=O)N([Br:17])C(=O)C1.C(OOC(=O)C1C=CC=CC=1)(=O)C1C=CC=CC=1. Product: [Br:1][C:2]1[C:7]([Cl:8])=[CH:6][CH:5]=[CH:4][C:3]=1[CH2:9][Br:17]. The catalyst class is: 53.